Dataset: Experimentally validated miRNA-target interactions with 360,000+ pairs, plus equal number of negative samples. Task: Binary Classification. Given a miRNA mature sequence and a target amino acid sequence, predict their likelihood of interaction. (1) The miRNA is mmu-miR-669m-3p with sequence AUAUACAUCCACACAAACAUAU. The protein sequence of the target gene is MVPSGVRTGRWVAAARAAQRRPRVDSLGQPPSPESASTRAALYVHWPYCEKRCSYCNFNKYIPRGVEEGTVRNCLVTEARTLLRLSGVQRVESVFFGGGTPSLASPHTVAAVLEAVAQEVYLPADSEVTLEANPTSAPGPRLAAFGAAGVNRLSIGLQSLDDAELQLLGRTHSASDALRTLAEARLLFPGRVSVDLMLGLPAQKVEPWLQQLQKLLYHCDDHLSLYQLTLERGTSLFAQVQQGTLPAPDPDLAAEMYQEGRTVLRDAGFRQYEVSNFARNGALSTHNWTYWQCGQYLGIG.... Result: 1 (interaction). (2) The miRNA is mmu-miR-141-5p with sequence CAUCUUCCAGUGCAGUGUUGGA. The protein sequence of the target gene is METLTSRHEKRALHSQASAISQDREEKIMSQEPLSFKDVAVVFTEEELELLDSTQRQLYQDVMQENFRNLLSVGERNPLGDKNGKDTEYIQDEELRFFSHKELSSCKIWEEVAGELPGSQDCRVNLQGKDFQFSEDAAPHQGWEGASTPCFPIENSLDSLQGDGLIGLENQQFPAWRAIRPIPIQGSWAKAFVNQLGDVQERCKNLDTEDTVYKCNWDDDSFCWISCHVDHRFPEIDKPCGCNKCRKDCIKNSVLHRINPGENGLKSNEYRNGFRDDADLPPHPRVPLKEKLCQYDEFSE.... Result: 0 (no interaction). (3) The miRNA is hsa-miR-204-5p with sequence UUCCCUUUGUCAUCCUAUGCCU. The protein sequence of the target gene is MVKLNSNPSEKGTKPPSVEDGFQTVPLITPLEVNHLQLPAPEKVIVKTRTEYQPEQKNKGKFRVPKIAEFTVTILVSLALAFLACIVFLVVYKAFTYDHSCPEGFVYKHKRCIPASLDAYYSSQDPNSRSRFYTVISHYSVAKQSTARAIGPWLSAAAVIHEPKPPKTQGH. Result: 0 (no interaction). (4) The miRNA is hsa-miR-3620-3p with sequence UCACCCUGCAUCCCGCACCCAG. The protein sequence of the target gene is MAEGEDVGWWRSWLQQSYQAVKEKSTEALEFMKRDLTEFTQVVQHDTACTIAATASVVKEKLATEGSSGATEKVKKGLSDFLGVISDTFAPSPDKTIDCDVITLMGTPSGTAEPYDGTKARLYSLQSDPATYCNEPDGPPELFDAWLSEFCLEEKKGEISELLVGSPSIRALYTKMVPAAVSHSEFWHRYFYKVHQLEQEQARRDALKQRADQSISEEPGWEEEEEELEGIVPSPKEAKIPKETKTTTSPEDEPAPQSPCEETPVEPPAEATPSESSESISLVTQVANPAAAPEAPELPK.... Result: 0 (no interaction). (5) The miRNA is hsa-miR-6512-3p with sequence UUCCAGCCCUUCUAAUGGUAGG. The protein sequence of the target gene is MAEIIQERIEDRLPELEQLERIGLFSHAEIKAIIKKASDLEYKIQRRTLFKEDFINYVQYEINLLELIQRRRTRIGYSFKKDEIENSIVHRVQGVFQRASAKWKDDVQLWLSYVAFCKKWATKTRLSKVFSAMLAIHSNKPALWIMAAKWEMEDRLSSESARQLFLRALRFHPECPKLYKEYFRMELMHAEKLRKEKEEFEKASMDVENPDYSEEILKGELAWIIYKNSVSIIKGAEFHVSLLSIAQLFDFAKDLQKEIYDDLQALHTDDPLTWDYVARRELEIESQTEEQPTTKQAKAV.... Result: 1 (interaction). (6) The miRNA is mmu-miR-503-5p with sequence UAGCAGCGGGAACAGUACUGCAG. The protein sequence of the target gene is MGRRVPALRQLLVLAMLVLKQSQLHSPELSGSRCPEPCDCAPDGALRCPGPRAGLARLSLTYLPVKVIPSQAFRGLNEVVKIEISQSDSLERIEANAFDNLLNLSEILIQNTKNLLYIEPGAFTNLPRLKYLSICNTGIRTLPDVSKISSSEFNFILEICDNLYITTIPGNAFQGMNNESITLKLYGNGFEEVQSHAFNGTTLISLELKENIYLEKMHSGTFQGATGPSILDVSSTKLQALPSHGLESIQTLIATSSYSLKTLPSREKFTSLLVATLTYPSHCCAFRNLPKKEQNFSFSI.... Result: 1 (interaction).